Predict the reactants needed to synthesize the given product. From a dataset of Full USPTO retrosynthesis dataset with 1.9M reactions from patents (1976-2016). (1) Given the product [CH3:6][O:7][C:8]1[CH:13]=[CH:12][C:11]([N:1]2[CH:5]=[CH:4][CH:3]=[N:2]2)=[CH:10][CH:9]=1, predict the reactants needed to synthesize it. The reactants are: [NH:1]1[CH:5]=[CH:4][CH:3]=[N:2]1.[CH3:6][O:7][C:8]1[CH:13]=[CH:12][C:11](B(O)O)=[CH:10][CH:9]=1.N1C=CC=CC=1. (2) Given the product [F:1][C:2]1[CH:7]=[N:6][C:5]2[NH:8][CH:9]=[CH:10][C:4]=2[C:3]=1[CH:11]=[O:12], predict the reactants needed to synthesize it. The reactants are: [F:1][C:2]1[C:3]([CH2:11][OH:12])=[C:4]2[CH:10]=[CH:9][NH:8][C:5]2=[N:6][CH:7]=1.